Predict the reaction yield, written as a fraction of the theoretical maximum amount of product (1.0 means a 100% yield; for example, 0.34 means a 34% yield). From a dataset of Reaction yield outcomes from USPTO patents with 853,638 reactions. (1) The reactants are Cl[C:2]1[C:3]2[S:22][CH2:21][CH2:20][C:4]=2[N:5]=[C:6]([N:8]2[CH2:13][CH2:12][N:11](C3C=CC=CC=3)[CH2:10][CH2:9]2)[N:7]=1.[CH:23]1([NH:29]C2C3SCCC=3N=C(N3CCN(C4C=CC(C(OCC)=O)=CC=4)CC3)N=2)CCC[CH2:25][CH2:24]1. The catalyst is O1CCOCC1. The product is [N:8]1([C:6]2[N:7]=[C:2]([CH2:25][CH2:24][CH2:23][NH2:29])[C:3]3[S:22][CH2:21][CH2:20][C:4]=3[N:5]=2)[CH2:9][CH2:10][NH:11][CH2:12][CH2:13]1. The yield is 0.800. (2) The reactants are C([O:3][C:4](=[O:37])[CH2:5][N:6]([C:12]1[CH:17]=[C:16]([Cl:18])[C:15]([O:19][C:20]2[CH:25]=[CH:24][C:23]([OH:26])=[C:22]([C:27](=[O:35])[C:28]3[CH:33]=[CH:32][C:31]([Cl:34])=[CH:30][CH:29]=3)[CH:21]=2)=[C:14]([Cl:36])[CH:13]=1)[C:7]([O:9][CH2:10][CH3:11])=[O:8])C.[OH-].[Na+]. The catalyst is CO.O. The product is [Cl:18][C:16]1[CH:17]=[C:12]([N:6]([CH2:5][C:4]([OH:37])=[O:3])[C:7]([O:9][CH2:10][CH3:11])=[O:8])[CH:13]=[C:14]([Cl:36])[C:15]=1[O:19][C:20]1[CH:25]=[CH:24][C:23]([OH:26])=[C:22]([C:27](=[O:35])[C:28]2[CH:29]=[CH:30][C:31]([Cl:34])=[CH:32][CH:33]=2)[CH:21]=1. The yield is 0.790. (3) The reactants are [CH2:1]([NH:3][CH2:4][CH3:5])[CH3:2].CS(O[CH2:11][CH2:12][CH2:13][N:14]([C:16]([O:18][CH:19]([CH2:38][CH2:39][CH2:40][CH2:41][CH2:42][CH2:43][CH2:44][CH2:45]/[CH:46]=[CH:47]\[CH2:48]/[CH:49]=[CH:50]\[CH2:51][CH2:52][CH2:53][CH2:54][CH3:55])[CH2:20][CH2:21][CH2:22][CH2:23][CH2:24][CH2:25][CH2:26][CH2:27]/[CH:28]=[CH:29]\[CH2:30]/[CH:31]=[CH:32]\[CH2:33][CH2:34][CH2:35][CH2:36][CH3:37])=[O:17])[CH3:15])(=O)=O. The catalyst is CCO.C(Cl)Cl. The product is [CH2:1]([N:3]([CH2:4][CH3:5])[CH2:11][CH2:12][CH2:13][N:14]([CH3:15])[C:16](=[O:17])[O:18][CH:19]([CH2:38][CH2:39][CH2:40][CH2:41][CH2:42][CH2:43][CH2:44][CH2:45]/[CH:46]=[CH:47]\[CH2:48]/[CH:49]=[CH:50]\[CH2:51][CH2:52][CH2:53][CH2:54][CH3:55])[CH2:20][CH2:21][CH2:22][CH2:23][CH2:24][CH2:25][CH2:26][CH2:27]/[CH:28]=[CH:29]\[CH2:30]/[CH:31]=[CH:32]\[CH2:33][CH2:34][CH2:35][CH2:36][CH3:37])[CH3:2]. The yield is 0.420. (4) The reactants are [CH3:1][C:2]1[O:6][C:5]([C:7]2[CH:8]=[CH:9][C:10]3[N:14]=[CH:13][N:12]([CH:15]4[CH2:20][CH2:19][NH:18][CH2:17][CH2:16]4)[C:11]=3[CH:21]=2)=[N:4][N:3]=1.C(N(CC)CC)C.[CH3:29][S:30](Cl)(=[O:32])=[O:31]. The catalyst is O1CCCC1. The product is [CH3:1][C:2]1[O:6][C:5]([C:7]2[CH:8]=[CH:9][C:10]3[N:14]=[CH:13][N:12]([CH:15]4[CH2:20][CH2:19][N:18]([S:30]([CH3:29])(=[O:32])=[O:31])[CH2:17][CH2:16]4)[C:11]=3[CH:21]=2)=[N:4][N:3]=1. The yield is 0.600. (5) The reactants are [F:1][C:2]1[CH:24]=[CH:23][C:5]([CH2:6][N:7]2CCN(C3C=C(C=CN=3)C(OC)=O)C2=O)=[CH:4][CH:3]=1.[F:25][C:26]1[CH:48]=[C:47]([F:49])[CH:46]=[CH:45][C:27]=1[CH2:28][N:29]1[CH2:33][CH2:32][N:31]([C:34]2[CH:35]=[C:36]([CH:41]=[CH:42][N:43]=2)[C:37](OC)=[O:38])[C:30]1=[O:44].FC1C=CC(CN)=CC=1. No catalyst specified. The product is [F:25][C:26]1[CH:48]=[C:47]([F:49])[CH:46]=[CH:45][C:27]=1[CH2:28][N:29]1[CH2:33][CH2:32][N:31]([C:34]2[CH:35]=[C:36]([CH:41]=[CH:42][N:43]=2)[C:37]([NH:7][CH2:6][C:5]2[CH:23]=[CH:24][C:2]([F:1])=[CH:3][CH:4]=2)=[O:38])[C:30]1=[O:44]. The yield is 0.550. (6) The reactants are [CH:1]1(P(C2CCCCC2)C2CCCCC2)[CH2:6]CCC[CH2:2]1.[C:20]([O-:23])(=O)[CH3:21].[K+].[O:25]1CCO[BH:26]1.Br[C:31]1[CH:36]=[CH:35][C:34]([C:37]([OH:46])([C:42]([F:45])([F:44])[F:43])[C:38]([F:41])([F:40])[F:39])=[CH:33][CH:32]=1.O1CCOC[CH2:48]1. The catalyst is C1C=CC(/C=C/C(/C=C/C2C=CC=CC=2)=O)=CC=1.C1C=CC(/C=C/C(/C=C/C2C=CC=CC=2)=O)=CC=1.[Pd]. The product is [F:39][C:38]([F:41])([F:40])[C:37]([C:34]1[CH:35]=[CH:36][C:31]([B:26]2[O:25][C:1]([CH3:6])([CH3:2])[C:20]([CH3:21])([CH3:48])[O:23]2)=[CH:32][CH:33]=1)([OH:46])[C:42]([F:45])([F:44])[F:43]. The yield is 0.380.